Dataset: Full USPTO retrosynthesis dataset with 1.9M reactions from patents (1976-2016). Task: Predict the reactants needed to synthesize the given product. (1) Given the product [O:1]1[C:4]2([CH2:5][N:6]([C:8]3[N:13]=[C:12]([NH2:14])[CH:11]=[CH:10][CH:9]=3)[CH2:7]2)[CH2:3][CH2:2]1, predict the reactants needed to synthesize it. The reactants are: [O:1]1[C:4]2([CH2:7][N:6]([C:8]3[N:13]=[C:12]([NH:14]C(=O)OC(C)(C)C)[CH:11]=[CH:10][CH:9]=3)[CH2:5]2)[CH2:3][CH2:2]1.FC(F)(F)C(O)=O.C([O-])([O-])=O.[Na+].[Na+]. (2) Given the product [O:7]1[CH2:12][CH2:11][CH:10]([NH:6][C:3]2[NH:4][CH:5]=[N:1][N:2]=2)[CH2:9][CH2:8]1, predict the reactants needed to synthesize it. The reactants are: [NH:1]1[CH:5]=[N:4][C:3]([NH2:6])=[N:2]1.[O:7]1[CH2:12][CH2:11][C:10](=O)[CH2:9][CH2:8]1.C([BH3-])#N.[Na+].O. (3) Given the product [CH3:18][C:19]1[CH:20]=[C:21]([C:2]2[CH:3]=[C:4]3[CH2:10][C@:9]4([CH:15]5[CH2:16][CH2:17][N:12]([CH2:13][CH2:14]5)[CH2:11]4)[O:8][C:5]3=[N:6][CH:7]=2)[S:22][CH:23]=1, predict the reactants needed to synthesize it. The reactants are: Br[C:2]1[CH:3]=[C:4]2[CH2:10][C@:9]3([CH:15]4[CH2:16][CH2:17][N:12]([CH2:13][CH2:14]4)[CH2:11]3)[O:8][C:5]2=[N:6][CH:7]=1.[CH3:18][C:19]1[CH:20]=[C:21](B(O)O)[S:22][CH:23]=1. (4) Given the product [C:35]([O:39][C:16](=[O:25])[NH:13][CH:3]1[CH2:4][C:5](=[O:6])[C:2]1([CH3:1])[CH3:10])([CH3:38])([CH3:37])[CH3:36], predict the reactants needed to synthesize it. The reactants are: [CH3:1][C:2]1([CH3:10])[C:5](=[O:6])[CH2:4][CH:3]1C(O)=O.C([N:13]([CH2:16]C)CC)C.C1(P(N=[N+]=[N-])(C2C=CC=CC=2)=[O:25])C=CC=CC=1.[C:35]([OH:39])([CH3:38])([CH3:37])[CH3:36].C(=O)(O)[O-].[Na+].